Dataset: Full USPTO retrosynthesis dataset with 1.9M reactions from patents (1976-2016). Task: Predict the reactants needed to synthesize the given product. (1) Given the product [O:23]=[C:6]1[NH:5][C:4](=[O:24])[CH:3]=[C:2]([O:24][CH2:4][CH2:3][CH3:2])[N:7]1[CH2:8][C:9]1[CH:14]=[CH:13][C:12]([C:15]2[C:16]([C:21]#[N:22])=[CH:17][CH:18]=[CH:19][CH:20]=2)=[CH:11][CH:10]=1, predict the reactants needed to synthesize it. The reactants are: Cl[C:2]1[N:7]([CH2:8][C:9]2[CH:14]=[CH:13][C:12]([C:15]3[C:16]([C:21]#[N:22])=[CH:17][CH:18]=[CH:19][CH:20]=3)=[CH:11][CH:10]=2)[C:6](=[O:23])[NH:5][C:4](=[O:24])[CH:3]=1.[Na]. (2) Given the product [O:2]=[CH:3][C@@H:4]([C@H:6]([C@H:8]([C@@H:10]([CH2:12][OH:13])[OH:11])[OH:9])[OH:7])[OH:5].[OH:14][CH2:15][C:16]([C@H:18]([C@H:20]([C@@H:22]([CH2:24][OH:25])[OH:23])[OH:21])[OH:19])=[O:17], predict the reactants needed to synthesize it. The reactants are: [Ca].[O:2]=[CH:3][C@@H:4]([C@H:6]([C@H:8]([C@@H:10]([CH2:12][OH:13])[OH:11])[OH:9])[OH:7])[OH:5].[OH:14][CH2:15][C:16]([C@H:18]([C@H:20]([C@@H:22]([CH2:24][OH:25])[OH:23])[OH:21])[OH:19])=[O:17].O=C[C@@H]([C@H]([C@@H]([C@@H](CO)O)O)O)O.[Cl-].[Cl-].[Ca+2]. (3) The reactants are: [NH2:1][C:2]1[N:7]=[C:6]([CH2:8][O:9][C:10]2[N:15]=[CH:14][C:13]([NH:16][C:17]([C:19]3[C:20]([C:25]4[CH:30]=[CH:29][C:28]([C:31]([F:34])([F:33])[F:32])=[CH:27][CH:26]=4)=[CH:21][CH:22]=[CH:23][CH:24]=3)=[O:18])=[CH:12][CH:11]=2)[CH:5]=[CH:4][CH:3]=1.[C:35](OC(=O)C)(=[O:37])[CH3:36].O.C(=O)([O-])[O-].[K+].[K+]. Given the product [C:35]([NH:1][C:2]1[N:7]=[C:6]([CH2:8][O:9][C:10]2[N:15]=[CH:14][C:13]([NH:16][C:17]([C:19]3[C:20]([C:25]4[CH:26]=[CH:27][C:28]([C:31]([F:33])([F:34])[F:32])=[CH:29][CH:30]=4)=[CH:21][CH:22]=[CH:23][CH:24]=3)=[O:18])=[CH:12][CH:11]=2)[CH:5]=[CH:4][CH:3]=1)(=[O:37])[CH3:36], predict the reactants needed to synthesize it. (4) Given the product [C:1]([O:24][CH2:25][CH2:32][N:29]1[CH2:30][CH2:31][O:26][CH2:27][CH2:28]1)(=[O:23])[CH2:2][CH2:3][CH2:4][CH2:5][CH2:6][CH2:7][CH2:8][CH2:9][CH2:10][CH2:11][CH2:12][CH2:13][CH2:14][CH2:15][CH2:16][CH2:17][CH2:18][CH2:19][CH2:20][CH2:21][CH3:22], predict the reactants needed to synthesize it. The reactants are: [C:1]([O:24][CH3:25])(=[O:23])[CH2:2][CH2:3][CH2:4][CH2:5][CH2:6][CH2:7][CH2:8][CH2:9][CH2:10][CH2:11][CH2:12][CH2:13][CH2:14][CH2:15][CH2:16][CH2:17][CH2:18][CH2:19][CH2:20][CH2:21][CH3:22].[O:26]1[CH2:31][CH2:30][N:29]([CH2:32]CO)[CH2:28][CH2:27]1. (5) Given the product [NH2:7][CH2:8][CH2:9][CH2:10][N:11]1[C:20]2[CH:19]=[CH:18][C:17]([Cl:21])=[CH:16][C:15]=2[C:14]2=[N:22][NH:23][CH:24]=[C:13]2[C:12]1=[O:31], predict the reactants needed to synthesize it. The reactants are: C(OC(=O)[NH:7][CH2:8][CH2:9][CH2:10][N:11]1[C:20]2[CH:19]=[CH:18][C:17]([Cl:21])=[CH:16][C:15]=2[C:14]2[N:22](C3CCCCO3)[N:23]=[CH:24][C:13]=2[C:12]1=[O:31])(C)(C)C.C(O)(C(F)(F)F)=O. (6) Given the product [O:20]=[C:14]1[CH:13]([N:7]2[CH2:6][C:5]3[C:9](=[CH:10][CH:11]=[C:3]([CH2:2][NH:1][C:36](=[O:37])[C:35]([C:30]4[CH:31]=[CH:32][CH:33]=[CH:34][C:29]=4[O:28][CH2:26][CH3:27])([F:40])[F:39])[CH:4]=3)[C:8]2=[O:12])[CH2:18][CH2:17][C:16](=[O:19])[NH:15]1, predict the reactants needed to synthesize it. The reactants are: [NH2:1][CH2:2][C:3]1[CH:4]=[C:5]2[C:9](=[CH:10][CH:11]=1)[C:8](=[O:12])[N:7]([CH:13]1[CH2:18][CH2:17][C:16](=[O:19])[NH:15][C:14]1=[O:20])[CH2:6]2.S(O)(=O)(=O)C.[CH2:26]([O:28][C:29]1[CH:34]=[CH:33][CH:32]=[CH:31][C:30]=1[C:35]([F:40])([F:39])[C:36](O)=[O:37])[CH3:27].C(N(C(C)C)CC)(C)C.F[P-](F)(F)(F)(F)F.CN(C(N(C)C)=[N+]1C2C(=NC=CC=2)[N+]([O-])=N1)C. (7) Given the product [ClH:1].[CH3:35][O:36][C:37](=[O:47])[C@@H:38]([NH:39][C:23](=[O:24])[CH2:22][NH:21][C:19](=[O:20])[C:18]1[CH:26]=[CH:27][C:15]([S:12](=[O:14])(=[O:13])[NH:11][C:6]2[CH:7]=[CH:8][CH:9]=[CH:10][C:5]=2[O:4][C:3]2[CH:28]=[CH:29][C:30]([Cl:32])=[CH:31][C:2]=2[Cl:1])=[CH:16][CH:17]=1)[CH2:40][CH2:41][CH2:42][NH:43][C:44]([NH2:46])=[NH:45], predict the reactants needed to synthesize it. The reactants are: [Cl:1][C:2]1[CH:31]=[C:30]([Cl:32])[CH:29]=[CH:28][C:3]=1[O:4][C:5]1[CH:10]=[CH:9][CH:8]=[CH:7][C:6]=1[NH:11][S:12]([C:15]1[CH:27]=[CH:26][C:18]([C:19]([NH:21][CH2:22][C:23](O)=[O:24])=[O:20])=[CH:17][CH:16]=1)(=[O:14])=[O:13].Cl.Cl.[CH3:35][O:36][C:37](=[O:47])[C@H:38]([CH2:40][CH2:41][CH2:42][NH:43][C:44](=[NH:46])[NH2:45])[NH2:39].